From a dataset of Reaction yield outcomes from USPTO patents with 853,638 reactions. Predict the reaction yield, written as a fraction of the theoretical maximum amount of product (1.0 means a 100% yield; for example, 0.34 means a 34% yield). The reactants are C[O:2][C:3](=[O:38])[CH:4]([C:10]1[CH:11]=[C:12]([C:28]2[CH:33]=[CH:32][C:31]([C:34]([F:37])([F:36])[F:35])=[CH:30][CH:29]=2)[CH:13]=[C:14]([C:16]2[CH:21]=[CH:20][C:19]([O:22][C:23]([F:26])([F:25])[F:24])=[C:18]([F:27])[CH:17]=2)[CH:15]=1)[CH2:5][CH:6]([CH2:8][CH3:9])[CH3:7].[Li+].[OH-]. The catalyst is CO.O. The product is [F:27][C:18]1[CH:17]=[C:16]([C:14]2[CH:15]=[C:10]([CH:4]([CH2:5][CH:6]([CH2:8][CH3:9])[CH3:7])[C:3]([OH:38])=[O:2])[CH:11]=[C:12]([C:28]3[CH:29]=[CH:30][C:31]([C:34]([F:35])([F:36])[F:37])=[CH:32][CH:33]=3)[CH:13]=2)[CH:21]=[CH:20][C:19]=1[O:22][C:23]([F:25])([F:24])[F:26]. The yield is 0.440.